From a dataset of Human liver microsome stability data. Regression/Classification. Given a drug SMILES string, predict its absorption, distribution, metabolism, or excretion properties. Task type varies by dataset: regression for continuous measurements (e.g., permeability, clearance, half-life) or binary classification for categorical outcomes (e.g., BBB penetration, CYP inhibition). Dataset: hlm. (1) The molecule is Cc1cc(Cl)cc2cc(C(=O)N3CCN(C)CC3)[nH]c12. The result is 0 (unstable in human liver microsomes). (2) The compound is CN(C)S(=O)(=O)N(CCN1[C@@H]2CC[C@H]1C[C@@H](c1cccc(C(N)=O)c1)C2)CC1CCCCC1. The result is 1 (stable in human liver microsomes). (3) The molecule is COc1ccc(S(=O)(=O)N(CC(=O)O)c2cnc(N(CC(=O)O)S(=O)(=O)c3ccc(OC)cc3)c3ccccc23)cc1. The result is 0 (unstable in human liver microsomes). (4) The compound is CCc1nc(N)nc(N)c1-c1ccc2c(c1)N(CCNC(C)=O)C(=O)C(C)(c1cccc(Cl)c1)O2. The result is 0 (unstable in human liver microsomes).